Dataset: Reaction yield outcomes from USPTO patents with 853,638 reactions. Task: Predict the reaction yield, written as a fraction of the theoretical maximum amount of product (1.0 means a 100% yield; for example, 0.34 means a 34% yield). The reactants are O[C:2]1[CH:3]=[C:4]([NH:8][C:9]2[N:14]=[C:13]([NH:15][C:16]3[CH:21]=[CH:20][CH:19]=[C:18](O)[CH:17]=3)[C:12]([F:23])=[CH:11][N:10]=2)[CH:5]=[CH:6][CH:7]=1.[NH2:24][C:25]1C=C(C=CC=1)C#N.Cl[C:34]1N=C(Cl)C(F)=C[N:35]=1. No catalyst specified. The product is [C:25]([C:2]1[CH:3]=[C:4]([NH:8][C:9]2[N:14]=[C:13]([NH:15][C:16]3[CH:21]=[CH:20][CH:19]=[C:18]([C:34]#[N:35])[CH:17]=3)[C:12]([F:23])=[CH:11][N:10]=2)[CH:5]=[CH:6][CH:7]=1)#[N:24]. The yield is 0.760.